From a dataset of Reaction yield outcomes from USPTO patents with 853,638 reactions. Predict the reaction yield, written as a fraction of the theoretical maximum amount of product (1.0 means a 100% yield; for example, 0.34 means a 34% yield). (1) The reactants are [N:1]1([CH2:7][CH2:8][O:9][C:10]2[CH:15]=[CH:14][C:13]([CH2:16][OH:17])=[CH:12][CH:11]=2)[CH2:6][CH2:5][CH2:4][CH2:3][CH2:2]1.O[C:19]1[CH:26]=[CH:25][C:22](CO)=[CH:21][CH:20]=1.Cl.ClCC[N:31]1[CH2:36]CCCC1.C([O-])([O-])=[O:38].[K+].[K+].C([O-])([O-])=O.[Cs+].[Cs+].C. The catalyst is CC#N.C(Cl)Cl. The product is [N:1]1([CH2:7][CH2:8][O:9][C:10]2[CH:11]=[CH:12][C:13]([CH2:16][O:17][C:36](=[O:38])[NH:31][C:19]3[CH:20]=[CH:21][CH:22]=[CH:25][CH:26]=3)=[CH:14][CH:15]=2)[CH2:6][CH2:5][CH2:4][CH2:3][CH2:2]1. The yield is 0.440. (2) The reactants are Cl[C:2]1[CH:7]=[CH:6][C:5]([CH3:8])=[CH:4][C:3]=1[N+:9]([O-:11])=[O:10].[CH3:12][C:13]1[O:14][C:15]([CH3:19])=[CH:16][C:17]=1[SH:18].C([O-])([O-])=O.[K+].[K+]. The catalyst is CN(C=O)C.O. The product is [CH3:12][C:13]1[O:14][C:15]([CH3:19])=[CH:16][C:17]=1[S:18][C:2]1[CH:7]=[CH:6][C:5]([CH3:8])=[CH:4][C:3]=1[N+:9]([O-:11])=[O:10]. The yield is 0.850.